From a dataset of Reaction yield outcomes from USPTO patents with 853,638 reactions. Predict the reaction yield, written as a fraction of the theoretical maximum amount of product (1.0 means a 100% yield; for example, 0.34 means a 34% yield). The reactants are [C:1]([C:5]1[CH:9]=[C:8]([NH2:10])[N:7]([C:11]2[CH:16]=[CH:15][C:14]([Cl:17])=[CH:13][CH:12]=2)[N:6]=1)([CH3:4])([CH3:3])[CH3:2].Cl[C:19]([O:21][C:22]1[CH:27]=[CH:26][CH:25]=[CH:24][CH:23]=1)=[O:20]. No catalyst specified. The product is [C:1]([C:5]1[CH:9]=[C:8]([NH:10][C:19](=[O:20])[O:21][C:22]2[CH:27]=[CH:26][CH:25]=[CH:24][CH:23]=2)[N:7]([C:11]2[CH:12]=[CH:13][C:14]([Cl:17])=[CH:15][CH:16]=2)[N:6]=1)([CH3:4])([CH3:2])[CH3:3]. The yield is 0.590.